From a dataset of Forward reaction prediction with 1.9M reactions from USPTO patents (1976-2016). Predict the product of the given reaction. (1) Given the reactants C(NC(C)C)(C)C.C([Li])CCC.[CH:13]1([C:23]([O:25][CH2:26][CH3:27])=[O:24])[C:22]2[C:17](=[CH:18][CH:19]=[CH:20][CH:21]=2)[CH2:16][CH2:15][CH2:14]1.[CH2:28]=[O:29], predict the reaction product. The product is: [OH:29][CH2:28][C:13]1([C:23]([O:25][CH2:26][CH3:27])=[O:24])[C:22]2[C:17](=[CH:18][CH:19]=[CH:20][CH:21]=2)[CH2:16][CH2:15][CH2:14]1. (2) The product is: [CH3:3][C:2]([CH:17]1[O:21][C:20](=[O:22])[N:19]([C:24]2[CH:29]=[CH:28][C:27]([C:30]([F:33])([F:32])[F:31])=[CH:26][CH:25]=2)[CH2:18]1)([S:4]([C:7]1[CH:12]=[CH:11][CH:10]=[C:9]([C:13]([F:15])([F:14])[F:16])[CH:8]=1)(=[O:5])=[O:6])[CH3:1]. Given the reactants [CH3:1][C:2]([CH:17]1[O:21][C:20](=[O:22])[NH:19][CH2:18]1)([S:4]([C:7]1[CH:12]=[CH:11][CH:10]=[C:9]([C:13]([F:16])([F:15])[F:14])[CH:8]=1)(=[O:6])=[O:5])[CH3:3].Br[C:24]1[CH:29]=[CH:28][C:27]([C:30]([F:33])([F:32])[F:31])=[CH:26][CH:25]=1.CNCCNC.C([O-])([O-])=O.[Cs+].[Cs+], predict the reaction product. (3) Given the reactants [CH:1]([C:3]1[CH:11]=[CH:10][CH:9]=[C:8]2[C:4]=1[CH2:5][N:6]([C:12]([O:14][C@H:15]1[CH2:19][N:18](C(OC(C)(C)C)=O)[C@H:17]([C:27]([O:29][CH3:30])=[O:28])[CH2:16]1)=[O:13])[CH2:7]2)=[CH2:2].[ClH:31], predict the reaction product. The product is: [ClH:31].[CH:1]([C:3]1[CH:11]=[CH:10][CH:9]=[C:8]2[C:4]=1[CH2:5][N:6]([C:12]([O:14][C@@H:15]1[CH2:16][C@@H:17]([C:27]([O:29][CH3:30])=[O:28])[NH:18][CH2:19]1)=[O:13])[CH2:7]2)=[CH2:2]. (4) Given the reactants C[O:2][C:3]([C:5]1[N:6]([CH2:31][CH:32]=O)[CH:7]=[C:8]([C:20](=[O:30])[NH:21][CH2:22][C:23]2[CH:28]=[CH:27][C:26]([F:29])=[CH:25][CH:24]=2)[C:9](=[O:19])[C:10]=1[O:11][CH2:12][C:13]1[CH:18]=[CH:17][CH:16]=[CH:15][CH:14]=1)=O.[NH:34]1[CH2:38][CH2:37][CH2:36][C@H:35]1[CH2:39][CH2:40][NH2:41].C(O)(=O)C, predict the reaction product. The product is: [F:29][C:26]1[CH:25]=[CH:24][C:23]([CH2:22][NH:21][C:20]([C:8]2[C:9](=[O:19])[C:10]([O:11][CH2:12][C:13]3[CH:18]=[CH:17][CH:16]=[CH:15][CH:14]=3)=[C:5]3[C:3](=[O:2])[N:41]4[CH2:40][CH2:39][C@@H:35]5[CH2:36][CH2:37][CH2:38][N:34]5[C@@H:32]4[CH2:31][N:6]3[CH:7]=2)=[O:30])=[CH:28][CH:27]=1. (5) The product is: [N+:41]([C:44]1[CH:51]=[CH:50][C:47]([CH2:48][CH:53]([C:54]([O:56][CH2:57][CH3:58])=[O:55])[C:52]([O:60][CH2:61][CH3:62])=[O:59])=[CH:46][CH:45]=1)([O-:43])=[O:42]. Given the reactants C(O)CCO.CC1C=CC(S(OCC(CC2C=CC([N+]([O-])=O)=CC=2)COS(C2C=CC(C)=CC=2)(=O)=O)(=O)=O)=CC=1.[N+:41]([C:44]1[CH:51]=[CH:50][C:47]([CH2:48]Br)=[CH:46][CH:45]=1)([O-:43])=[O:42].[C:52]([O:60][CH2:61][CH3:62])(=[O:59])[CH2:53][C:54]([O:56][CH2:57][CH3:58])=[O:55].C([O-])([O-])=O.[K+].[K+], predict the reaction product.